From a dataset of Experimentally validated miRNA-target interactions with 360,000+ pairs, plus equal number of negative samples. Binary Classification. Given a miRNA mature sequence and a target amino acid sequence, predict their likelihood of interaction. (1) The miRNA is rno-miR-181a-5p with sequence AACAUUCAACGCUGUCGGUGAGU. The protein sequence of the target gene is MWSRRQGRLRPTVCGVEELRRRRREREAALRKARREQQLVSKRLLRNDAPEEAGEGCVAAILGETEVQQFLRQAQRGTEEKEREGALVSLRRGLQHPETQQTFIRLEGSMRTLVGLLTSNQALLQLEAARCLHELSHSEQSTVAEACLPATSYLLTYLSSHSSDFIELCLYTLGNLIVESEAVRRQLLPQGIVPALAACIQSPHVAVLEALGYALSQLLQAEEAPEKIIPSILASTLPQHMLQMLQPGPKLNPGVAVEFAWCLHYIICSQVSNPLLIGHGALSTLGLLLLDLAGAVQKTE.... Result: 0 (no interaction). (2) The miRNA is hsa-miR-8074 with sequence CUAUGGCGAGACUGGCAUGUACUC. The protein sequence of the target gene is MASKVSCLYVLTVVCWASALWYLSITRPTSSYTGSKPFSHLTVARKNFTFGNIRTRPINPHSFEFLINEPNKCEKNIPFLVILISTTHKEFDARQAIRETWGDENNFKGIKIATLFLLGKNADPVLNQMVEQESQIFHDIIVEDFIDSYHNLTLKTLMGMRWVATFCSKAKYVMKTDSDIFVNMDNLIYKLLKPSTKPRRRYFTGYVINGGPIRDVRSKWYMPRDLYPDSNYPPFCSGTGYIFSADVAELIYKTSLHTRLLHLEDVYVGLCLRKLGIHPFQNSGFNHWKMAYSLCRYRRV.... Result: 0 (no interaction). (3) The miRNA is hsa-miR-4319 with sequence UCCCUGAGCAAAGCCAC. The protein sequence of the target gene is MSRQLTHFPRGERLGFSGCSAVLSGGIGSSSASFRARVKGSASFGSKSLSCLGGSRSLALSAAARRGGGRLGGFVGTAFGSAGLGPKCPSVCPPGGIPQVTVNKSLLAPLNVEMDPEIQRVRAQEREQIKALNNKFASFIDKVRFLEQQNQVLETKWNLLQQLDLNNCRKNLEPIYEGYISNLQKQLEMLSGDGVRLDSELRNMQDLVEDYKKRYEVEINRRTAAENEFVVLKKDVDAAYMNKVELQAKVDSLTDEIKFFKCLYEGEITQIQSHISDTSIVLSMDNNRDLDLDSIIAEVR.... Result: 0 (no interaction). (4) The miRNA is hsa-miR-605-5p with sequence UAAAUCCCAUGGUGCCUUCUCCU. The protein sequence of the target gene is MTDQAFVTLTTNDAYAKGALVLGSSLKQHRTTRRLVVLATPQVSDSMRKVLETVFDEVIMVDVLDSGDSAHLTLMKRPELGVTLTKLHCWSLTQYSKCVFMDADTLVLANIDDLFDREELSAAPDPGWPDCFNSGVFVYQPSVETYNQLLHLASEQGSFDGGDQGILNTFFSSWATTDIRKHLPFIYNLSSISIYSYLPAFKVFGASAKVVHFLGRVKPWNYTYDPKTKSVKSEAHDPNMTHPEFLILWWNIFTTNVLPLLQQFGLVKDTCSYVNVLSDLVYTLAFSCGFCRKEDVSGAI.... Result: 0 (no interaction).